Dataset: Peptide-MHC class II binding affinity with 134,281 pairs from IEDB. Task: Regression. Given a peptide amino acid sequence and an MHC pseudo amino acid sequence, predict their binding affinity value. This is MHC class II binding data. (1) The peptide sequence is EERVERIKSEYMTSW. The MHC is HLA-DQA10201-DQB10303 with pseudo-sequence HLA-DQA10201-DQB10303. The binding affinity (normalized) is 0.332. (2) The peptide sequence is WTNTPTKWDNSFLEI. The MHC is DRB1_0101 with pseudo-sequence DRB1_0101. The binding affinity (normalized) is 0.0813.